Dataset: Forward reaction prediction with 1.9M reactions from USPTO patents (1976-2016). Task: Predict the product of the given reaction. (1) The product is: [C:22]([O:21][C:19]([N:16]1[CH2:17][CH2:18][N:13]([C:6]2[C:7]3[C:12](=[CH:11][CH:10]=[CH:9][CH:8]=3)[NH:4][CH:5]=2)[CH2:14][CH2:15]1)=[O:20])([CH3:25])([CH3:23])[CH3:24]. Given the reactants C([N:4]1[C:12]2[C:7](=[CH:8][CH:9]=[CH:10][CH:11]=2)[C:6]([N:13]2[CH2:18][CH2:17][N:16]([C:19]([O:21][C:22]([CH3:25])([CH3:24])[CH3:23])=[O:20])[CH2:15][CH2:14]2)=[CH:5]1)(=O)C.CCN(CC)CC, predict the reaction product. (2) Given the reactants C[Si]([N-][Si](C)(C)C)(C)C.[K+].[F:11][C:12]1[C:32]([F:33])=[CH:31][C:15]2[N:16]3[C:20]([CH2:21][C:22](=[O:24])[NH:23][C:14]=2[CH:13]=1)=[N:19][N:18]=[C:17]3[C:25]1[CH:30]=[CH:29][CH:28]=[CH:27][CH:26]=1.[CH2:34]([N:41]([CH:46]([CH3:48])[CH3:47])[C:42](=[O:45])[CH2:43]Br)[C:35]1[CH:40]=[CH:39][CH:38]=[CH:37][CH:36]=1, predict the reaction product. The product is: [CH2:34]([N:41]([CH:46]([CH3:48])[CH3:47])[C:42](=[O:45])[CH2:43][N:23]1[C:22](=[O:24])[CH2:21][C:20]2[N:16]([C:17]([C:25]3[CH:30]=[CH:29][CH:28]=[CH:27][CH:26]=3)=[N:18][N:19]=2)[C:15]2[CH:31]=[C:32]([F:33])[C:12]([F:11])=[CH:13][C:14]1=2)[C:35]1[CH:40]=[CH:39][CH:38]=[CH:37][CH:36]=1. (3) Given the reactants [CH2:1]([O:3][C:4]([C:6]1[O:7][C:8]2[CH:15]=[CH:14][CH:13]=[C:12](OS(C(F)(F)F)(=O)=O)[C:9]=2[C:10]=1[CH3:11])=[O:5])[CH3:2].[CH3:24][S:25]([NH2:28])(=[O:27])=[O:26].C1(C2C=CC=CC=2)C=CC=CC=1P(C(C)(C)C)C(C)(C)C.P([O-])([O-])([O-])=O.[K+].[K+].[K+], predict the reaction product. The product is: [CH2:1]([O:3][C:4]([C:6]1[O:7][C:8]2[CH:15]=[CH:14][CH:13]=[C:12]([NH:28][S:25]([CH3:24])(=[O:27])=[O:26])[C:9]=2[C:10]=1[CH3:11])=[O:5])[CH3:2].